This data is from Forward reaction prediction with 1.9M reactions from USPTO patents (1976-2016). The task is: Predict the product of the given reaction. The product is: [F:1][C:2]1[CH:3]=[CH:4][C:5]([C:8]2[C:16]3[C:11](=[CH:12][CH:13]=[C:14](/[CH:17]=[CH:18]/[C:19]([OH:21])=[O:20])[CH:15]=3)[NH:10][N:9]=2)=[CH:6][CH:7]=1. Given the reactants [F:1][C:2]1[CH:7]=[CH:6][C:5]([C:8]2[C:16]3[C:11](=[CH:12][CH:13]=[C:14](/[CH:17]=[CH:18]/[C:19]([O:21]CC)=[O:20])[CH:15]=3)[NH:10][N:9]=2)=[CH:4][CH:3]=1.Cl, predict the reaction product.